From a dataset of Forward reaction prediction with 1.9M reactions from USPTO patents (1976-2016). Predict the product of the given reaction. (1) Given the reactants [CH3:1][N:2]1[CH2:7][CH2:6][N:5]([NH:8][CH2:9][C:10]2[S:11][CH:12]=[CH:13][N:14]=2)[CH2:4][CH2:3]1.C(N(CC)CC)C.[Cl:22][C:23]1[N:28]=[C:27]([N:29]([C:45]([O:47][C:48]([CH3:51])([CH3:50])[CH3:49])=[O:46])[N:30]([C:38]([O:40][C:41]([CH3:44])([CH3:43])[CH3:42])=[O:39])[C:31]([O:33][C:34]([CH3:37])([CH3:36])[CH3:35])=[O:32])[C:26]([F:52])=[C:25](Cl)[N:24]=1.CS(C)=O, predict the reaction product. The product is: [Cl:22][C:23]1[N:28]=[C:27]([N:29]([C:45]([O:47][C:48]([CH3:51])([CH3:50])[CH3:49])=[O:46])[N:30]([C:31]([O:33][C:34]([CH3:35])([CH3:36])[CH3:37])=[O:32])[C:38]([O:40][C:41]([CH3:42])([CH3:43])[CH3:44])=[O:39])[C:26]([F:52])=[C:25]([N:8]([N:5]2[CH2:4][CH2:3][N:2]([CH3:1])[CH2:7][CH2:6]2)[CH2:9][C:10]2[S:11][CH:12]=[CH:13][N:14]=2)[N:24]=1. (2) The product is: [CH3:1][C:2]1([N:10]2[CH2:18][C:17]3[C:12](=[CH:13][CH:14]=[CH:15][C:16]=3[NH2:19])[C:11]2=[O:22])[CH2:7][CH2:6][C:5](=[O:8])[NH:4][C:3]1=[O:9]. Given the reactants [CH3:1][C:2]1([N:10]2[CH2:18][C:17]3[C:12](=[CH:13][CH:14]=[CH:15][C:16]=3[N+:19]([O-])=O)[C:11]2=[O:22])[CH2:7][CH2:6][C:5](=[O:8])[NH:4][C:3]1=[O:9].[H][H], predict the reaction product. (3) Given the reactants COCCCN.[CH2:7]1[O:9][CH2:8]1.C[O:11][CH2:12][CH2:13][N:14]([CH2:18][CH2:19]O)[CH2:15][CH2:16][OH:17], predict the reaction product. The product is: [CH3:7][O:9][CH2:8][CH2:19][CH2:18][N:14]([CH2:15][CH2:16][OH:17])[CH2:13][CH2:12][OH:11]. (4) Given the reactants [CH3:1][Si:2]([CH3:33])([CH3:32])[CH2:3][CH2:4][O:5][CH2:6][N:7]1C2CCC(C3C=NN(COCC[Si](C)(C)C)C=3)CC=2[C:9]([C:29]([OH:31])=[O:30])=[N:8]1.[CH2:34]([O:41][CH:42]1[CH2:47][CH2:46][C:45](=O)[CH2:44][C:43]1([CH3:50])[CH3:49])[C:35]1[CH:40]=[CH:39][CH:38]=[CH:37][CH:36]=1, predict the reaction product. The product is: [CH2:34]([O:41][CH:42]1[C:43]([CH3:50])([CH3:49])[CH2:44][C:45]2[N:7]([CH2:6][O:5][CH2:4][CH2:3][Si:2]([CH3:1])([CH3:32])[CH3:33])[N:8]=[C:9]([C:29]([OH:31])=[O:30])[C:46]=2[CH2:47]1)[C:35]1[CH:40]=[CH:39][CH:38]=[CH:37][CH:36]=1. (5) Given the reactants [Br:1][C:2]1[C:7]([NH2:8])=[CH:6][CH:5]=[CH:4][N:3]=1.[CH3:9][C:10]([O:13][C:14](O[C:14]([O:13][C:10]([CH3:12])([CH3:11])[CH3:9])=[O:15])=[O:15])([CH3:12])[CH3:11].C([O-])([O-])=O.[K+].[K+].CO, predict the reaction product. The product is: [Br:1][C:2]1[C:7]([NH:8][C:14](=[O:15])[O:13][C:10]([CH3:12])([CH3:11])[CH3:9])=[CH:6][CH:5]=[CH:4][N:3]=1. (6) Given the reactants Cl[C:2]1[C:11]2[C:6](=[C:7]([C:12]([F:15])([F:14])[F:13])[CH:8]=[CH:9][CH:10]=2)[N:5]=[CH:4][C:3]=1[C:16]([C:18]1[CH:23]=[CH:22][CH:21]=[CH:20][N:19]=1)=[O:17].[CH3:24][C:25]1[CH:30]=[CH:29][C:28](B(O)O)=[CH:27][CH:26]=1, predict the reaction product. The product is: [CH3:24][C:25]1[CH:30]=[CH:29][C:28]([C:2]2[C:11]3[C:6](=[C:7]([C:12]([F:15])([F:14])[F:13])[CH:8]=[CH:9][CH:10]=3)[N:5]=[CH:4][C:3]=2[C:16]([C:18]2[CH:23]=[CH:22][CH:21]=[CH:20][N:19]=2)=[O:17])=[CH:27][CH:26]=1. (7) Given the reactants C(Cl)(=O)C(Cl)=O.[NH:7]1[C:15]2[C:10](=[CH:11][CH:12]=[CH:13][CH:14]=2)[CH:9]=[C:8]1[C:16]([OH:18])=[O:17].[NH2:19][C:20]1[N:25]=[CH:24][N:23]=[C:22]2[N:26]([CH:38]3[CH2:43][CH2:42][N:41](C(OC(C)(C)C)=O)[CH2:40][CH2:39]3)[N:27]=[C:28]([C:29]3[CH:34]=[CH:33][C:32]([NH2:35])=[C:31]([O:36][CH3:37])[CH:30]=3)[C:21]=12.FC(F)(F)C(O)=O, predict the reaction product. The product is: [C:16]([O-:18])(=[O:17])[CH3:8].[NH2:19][C:20]1[N:25]=[CH:24][N:23]=[C:22]2[N:26]([CH:38]3[CH2:43][CH2:42][NH2+:41][CH2:40][CH2:39]3)[N:27]=[C:28]([C:29]3[CH:34]=[CH:33][C:32]([NH:35][C:16]([C:8]4[NH:7][C:15]5[C:10]([CH:9]=4)=[CH:11][CH:12]=[CH:13][CH:14]=5)=[O:18])=[C:31]([O:36][CH3:37])[CH:30]=3)[C:21]=12. (8) Given the reactants [C:1]([O:5][C:6]([NH:8][C@H:9]1[CH2:14][CH2:13][C@H:12]([N:15]([CH2:34][CH3:35])[C:16]2[C:17]([CH3:33])=[C:18]([C:29]([O:31][CH3:32])=[O:30])[CH:19]=[C:20]([C:22]3[CH:27]=[CH:26][C:25]([OH:28])=[CH:24][CH:23]=3)[CH:21]=2)[CH2:11][CH2:10]1)=[O:7])([CH3:4])([CH3:3])[CH3:2].C(=O)([O-])[O-].[Cs+].[Cs+].Br[CH2:43][CH2:44][O:45][CH3:46], predict the reaction product. The product is: [C:1]([O:5][C:6]([NH:8][C@H:9]1[CH2:14][CH2:13][C@H:12]([N:15]([CH2:34][CH3:35])[C:16]2[C:17]([CH3:33])=[C:18]([C:29]([O:31][CH3:32])=[O:30])[CH:19]=[C:20]([C:22]3[CH:23]=[CH:24][C:25]([O:28][CH2:43][CH2:44][O:45][CH3:46])=[CH:26][CH:27]=3)[CH:21]=2)[CH2:11][CH2:10]1)=[O:7])([CH3:4])([CH3:3])[CH3:2].